Task: Predict which catalyst facilitates the given reaction.. Dataset: Catalyst prediction with 721,799 reactions and 888 catalyst types from USPTO (1) Reactant: C(OC([N:8]1[CH2:13][CH2:12][CH2:11][CH:10]([C:14]2[CH:19]=[CH:18][CH:17]=[C:16]([O:20][C:21]([C:24]([O:26][CH2:27][C:28]3[CH:33]=[CH:32][CH:31]=[CH:30][CH:29]=3)=[O:25])([CH3:23])[CH3:22])[CH:15]=2)[CH2:9]1)=O)(C)(C)C. Product: [CH2:27]([O:26][C:24](=[O:25])[C:21]([CH3:22])([O:20][C:16]1[CH:17]=[CH:18][CH:19]=[C:14]([CH:10]2[CH2:11][CH2:12][CH2:13][NH:8][CH2:9]2)[CH:15]=1)[CH3:23])[C:28]1[CH:33]=[CH:32][CH:31]=[CH:30][CH:29]=1. The catalyst class is: 617. (2) Reactant: [Cl:1][C:2]1[CH:7]=[C:6]([N:8]2[CH2:13][C@@H:12]([CH3:14])[NH:11][C@@H:10]([CH3:15])[CH2:9]2)[N:5]=[CH:4][N:3]=1.CCN(C(C)C)C(C)C.[C:25](Cl)(=[O:27])[CH3:26].C([O-])(O)=O.[Na+]. Product: [Cl:1][C:2]1[N:3]=[CH:4][N:5]=[C:6]([N:8]2[CH2:13][C@@H:12]([CH3:14])[N:11]([C:25](=[O:27])[CH3:26])[C@@H:10]([CH3:15])[CH2:9]2)[CH:7]=1. The catalyst class is: 2.